From a dataset of Peptide-MHC class I binding affinity with 185,985 pairs from IEDB/IMGT. Regression. Given a peptide amino acid sequence and an MHC pseudo amino acid sequence, predict their binding affinity value. This is MHC class I binding data. (1) The binding affinity (normalized) is 0.107. The peptide sequence is NFLKQVYFES. The MHC is H-2-Kb with pseudo-sequence H-2-Kb. (2) The peptide sequence is HLYSHPIIL. The MHC is HLA-A02:02 with pseudo-sequence HLA-A02:02. The binding affinity (normalized) is 0.594. (3) The MHC is HLA-A03:01 with pseudo-sequence HLA-A03:01. The peptide sequence is IAYRNVLLR. The binding affinity (normalized) is 0.612. (4) The peptide sequence is VVAVGGLAI. The MHC is HLA-A24:03 with pseudo-sequence HLA-A24:03. The binding affinity (normalized) is 0.0847. (5) The peptide sequence is STLERTSKASLER. The MHC is HLA-B44:02 with pseudo-sequence HLA-B44:02. The binding affinity (normalized) is 0. (6) The peptide sequence is SQGIRQVLFL. The MHC is HLA-B38:01 with pseudo-sequence HLA-B38:01. The binding affinity (normalized) is 0.472. (7) The peptide sequence is TEDDWITYI. The MHC is HLA-A80:01 with pseudo-sequence HLA-A80:01. The binding affinity (normalized) is 0.0847. (8) The peptide sequence is QSPKKTGMLEM. The MHC is Mamu-B17 with pseudo-sequence Mamu-B17. The binding affinity (normalized) is 0.